Predict the reaction yield, written as a fraction of the theoretical maximum amount of product (1.0 means a 100% yield; for example, 0.34 means a 34% yield). From a dataset of Reaction yield outcomes from USPTO patents with 853,638 reactions. (1) The catalyst is C1C=CC([P]([Pd]([P](C2C=CC=CC=2)(C2C=CC=CC=2)C2C=CC=CC=2)([P](C2C=CC=CC=2)(C2C=CC=CC=2)C2C=CC=CC=2)[P](C2C=CC=CC=2)(C2C=CC=CC=2)C2C=CC=CC=2)(C2C=CC=CC=2)C2C=CC=CC=2)=CC=1.C(O)C. The reactants are [CH2:1]([O:8][C:9]1[CH:22]=[C:21]([O:23][CH2:24][C:25]2[CH:30]=[CH:29][CH:28]=[CH:27][CH:26]=2)[C:20](Br)=[CH:19][C:10]=1[C:11]([NH:13][CH2:14][CH2:15][CH2:16][O:17][CH3:18])=[O:12])[C:2]1[CH:7]=[CH:6][CH:5]=[CH:4][CH:3]=1.[CH:32]([C:35]1[CH:36]=[CH:37][C:38]([O:44][CH3:45])=[C:39](B(O)O)[CH:40]=1)([CH3:34])[CH3:33].C1(C)C=CC=CC=1.C([O-])(O)=O.[Na+]. The yield is 0.920. The product is [CH3:18][O:17][CH2:16][CH2:15][CH2:14][NH:13][C:11]([C:10]1[CH:19]=[C:20]([C:39]2[CH:40]=[C:35]([CH:32]([CH3:34])[CH3:33])[CH:36]=[CH:37][C:38]=2[O:44][CH3:45])[C:21]([O:23][CH2:24][C:25]2[CH:30]=[CH:29][CH:28]=[CH:27][CH:26]=2)=[CH:22][C:9]=1[O:8][CH2:1][C:2]1[CH:7]=[CH:6][CH:5]=[CH:4][CH:3]=1)=[O:12]. (2) The reactants are [F:1][C:2]([F:14])([F:13])[O:3][C:4]1[CH:12]=[CH:11][C:7]([C:8]([OH:10])=O)=[CH:6][CH:5]=1.CCN(C(C)C)C(C)C.CN(C(ON1N=NC2C=CC=NC1=2)=[N+](C)C)C.F[P-](F)(F)(F)(F)F.[NH2:48][C:49]([CH3:67])([CH2:52][O:53][C:54]1[CH:55]=[C:56]([O:65][CH3:66])[C:57]2[CH2:61][O:60][B:59]([OH:62])[C:58]=2[C:63]=1[Cl:64])[C:50]#[N:51]. The catalyst is CN(C=O)C. The product is [Cl:64][C:63]1[C:58]2[B:59]([OH:62])[O:60][CH2:61][C:57]=2[C:56]([O:65][CH3:66])=[CH:55][C:54]=1[O:53][CH2:52][C:49]([NH:48][C:8](=[O:10])[C:7]1[CH:6]=[CH:5][C:4]([O:3][C:2]([F:1])([F:14])[F:13])=[CH:12][CH:11]=1)([C:50]#[N:51])[CH3:67]. The yield is 0.0600.